Dataset: Full USPTO retrosynthesis dataset with 1.9M reactions from patents (1976-2016). Task: Predict the reactants needed to synthesize the given product. (1) The reactants are: CC1(C)C(C)(C)OB([C:9]2[CH2:18][CH2:17][C:12]3([O:16][CH2:15][CH2:14][O:13]3)[CH2:11][CH:10]=2)O1.Cl[C:21]1[C:30]2[C:25](=[CH:26][CH:27]=[C:28]([F:31])[CH:29]=2)[N:24]=[CH:23][CH:22]=1.C([O-])([O-])=O.[K+].[K+]. Given the product [F:31][C:28]1[CH:29]=[C:30]2[C:25](=[CH:26][CH:27]=1)[N:24]=[CH:23][CH:22]=[C:21]2[C:9]1[CH2:18][CH2:17][C:12]2([O:13][CH2:14][CH2:15][O:16]2)[CH2:11][CH:10]=1, predict the reactants needed to synthesize it. (2) Given the product [F:1][C:2]1[CH:3]=[C:4]([CH3:18])[CH:5]=[C:6]2[C:10]=1[N:9]([CH2:21][C:22]([C:25]1[CH:30]=[CH:29][N:28]=[CH:27][CH:26]=1)([OH:23])[CH3:24])[C:8]1[CH2:11][CH2:12][NH:13][CH2:14][CH2:15][CH2:16][C@@H:17]([CH3:31])[C:7]2=1, predict the reactants needed to synthesize it. The reactants are: [F:1][C:2]1[C:10]2[NH:9][C:8]3[CH2:11][CH2:12][N:13]4[C@@H:17]([C:7]=3[C:6]=2[CH:5]=[C:4]([CH3:18])[CH:3]=1)[CH2:16][CH2:15][CH2:14]4.[H-].[Na+].[CH3:21][C:22]1([C:25]2[CH:30]=[CH:29][N:28]=[CH:27][CH:26]=2)[CH2:24][O:23]1.[CH3:31]N(C=O)C. (3) Given the product [F:1][C:2]1[CH:7]=[CH:6][C:5]([C:8]2[CH:9]=[C:10]([NH2:11])[N:22]([C:17]3[CH:18]=[CH:19][CH:20]=[CH:21][C:16]=3[CH3:15])[N:23]=2)=[C:4]([CH3:13])[CH:3]=1, predict the reactants needed to synthesize it. The reactants are: [F:1][C:2]1[CH:7]=[CH:6][C:5]([C:8](=O)[CH2:9][C:10]#[N:11])=[C:4]([CH3:13])[CH:3]=1.Cl.[CH3:15][C:16]1[CH:21]=[CH:20][CH:19]=[CH:18][C:17]=1[NH:22][NH2:23]. (4) Given the product [CH3:16][O:15][C:6]1[CH:5]=[C:4]([CH:9]=[C:8]([CH2:10][CH2:11][CH3:12])[C:7]=1[O:13][CH3:14])[CH2:3][OH:2], predict the reactants needed to synthesize it. The reactants are: C[O:2][C:3](=O)[C:4]1[CH:9]=[C:8]([CH2:10][CH2:11][CH3:12])[C:7]([O:13][CH3:14])=[C:6]([O:15][CH3:16])[C:5]=1C.CC(C[AlH]CC(C)C)C.C(C(C(C([O-])=O)O)O)([O-])=O.[K+].[K+]. (5) Given the product [C:1]([C:5]1[CH:6]=[CH:7][C:8]([CH2:9][NH:10][C:21](=[O:22])[CH:20]([C:24]2[CH:33]=[CH:32][CH:31]=[C:30]3[C:25]=2[CH:26]=[CH:27][N:28]=[CH:29]3)[CH2:19][C:18]([O:17][C:13]([CH3:16])([CH3:15])[CH3:14])=[O:34])=[CH:11][CH:12]=1)([CH3:4])([CH3:2])[CH3:3], predict the reactants needed to synthesize it. The reactants are: [C:1]([C:5]1[CH:12]=[CH:11][C:8]([CH2:9][NH2:10])=[CH:7][CH:6]=1)([CH3:4])([CH3:3])[CH3:2].[C:13]([O:17][C:18](=[O:34])[CH2:19][CH:20]([C:24]1[CH:33]=[CH:32][CH:31]=[C:30]2[C:25]=1[CH:26]=[CH:27][N:28]=[CH:29]2)[C:21](O)=[O:22])([CH3:16])([CH3:15])[CH3:14].C1C2C(=C(CC(O)=O)C=CC=2)C=CN=1. (6) Given the product [C:6]1([OH:10])([C:6]2([OH:10])[CH2:9][CH2:8][CH2:7]2)[CH2:9][CH2:8][CH2:7]1, predict the reactants needed to synthesize it. The reactants are: [Cl-].[Li+].[I-].[Sm+2].[I-].[C:6]1(=[O:10])[CH2:9][CH2:8][CH2:7]1.S([O-])([O-])(=O)=S.[Na+].[Na+]. (7) Given the product [CH2:1]([O:3][C:4]([C:6]1[C:7]([NH:18][CH2:15][CH2:16][CH3:17])=[N:8][C:9]([S:12][CH3:13])=[N:10][CH:11]=1)=[O:5])[CH3:2], predict the reactants needed to synthesize it. The reactants are: [CH2:1]([O:3][C:4]([C:6]1[C:7](Cl)=[N:8][C:9]([S:12][CH3:13])=[N:10][CH:11]=1)=[O:5])[CH3:2].[CH2:15]([NH2:18])[CH2:16][CH3:17].